Dataset: Full USPTO retrosynthesis dataset with 1.9M reactions from patents (1976-2016). Task: Predict the reactants needed to synthesize the given product. (1) Given the product [Cl:17][C:18]1[CH:19]=[CH:20][C:21]2[O:25][C:24]([NH:26][CH2:27][C@@H:28]3[C@H:33]([CH3:34])[CH2:32][CH2:31][CH2:30][N:29]3[C:7]([C:6]3[CH:10]=[C:2]([CH3:1])[CH:3]=[CH:4][C:5]=3[C:11]3[N:15]([CH3:16])[N:14]=[CH:13][CH:12]=3)=[O:9])=[N:23][C:22]=2[CH:35]=1, predict the reactants needed to synthesize it. The reactants are: [CH3:1][C:2]1[CH:3]=[CH:4][C:5]([C:11]2[N:15]([CH3:16])[N:14]=[CH:13][CH:12]=2)=[C:6]([CH:10]=1)[C:7]([OH:9])=O.[Cl:17][C:18]1[CH:19]=[CH:20][C:21]2[O:25][C:24]([NH:26][CH2:27][C@@H:28]3[C@H:33]([CH3:34])[CH2:32][CH2:31][CH2:30][NH:29]3)=[N:23][C:22]=2[CH:35]=1. (2) Given the product [CH:19]([C:3]1[C:4]([C:8]2[CH:13]=[CH:12][C:11]([O:14][CH:15]([CH3:17])[CH3:16])=[C:10]([Cl:18])[CH:9]=2)=[N:5][N:6]([CH3:7])[C:2]=1[O:34][CH3:31])=[O:20], predict the reactants needed to synthesize it. The reactants are: Cl[C:2]1[N:6]([CH3:7])[N:5]=[C:4]([C:8]2[CH:13]=[CH:12][C:11]([O:14][CH:15]([CH3:17])[CH3:16])=[C:10]([Cl:18])[CH:9]=2)[C:3]=1[CH:19]=[O:20].ClC1N(C)N=C(C2C=C[C:31]([O:34]C(C)C)=C(C)C=2)C=1C=O. (3) Given the product [C:1](=[O:9])([O:2][CH:3]([I:10])[CH3:4])[O:6][CH2:7][CH3:8], predict the reactants needed to synthesize it. The reactants are: [C:1](=[O:9])([O:6][CH2:7][CH3:8])[O:2][CH:3](Cl)[CH3:4].[I-:10].[Na+]. (4) Given the product [CH3:20][O:19][C:13]1[CH:12]=[C:11]([C:9]2[O:10][C:3]3[C:4](=[N:5][CH:6]=[CH:7][C:2]=3[C:28]3[C:22]([CH3:21])=[C:23]([CH:25]=[CH:26][CH:27]=3)[NH2:24])[CH:8]=2)[CH:16]=[CH:15][C:14]=1[O:17][CH3:18], predict the reactants needed to synthesize it. The reactants are: Cl[C:2]1[CH:7]=[CH:6][N:5]=[C:4]2[CH:8]=[C:9]([C:11]3[CH:16]=[CH:15][C:14]([O:17][CH3:18])=[C:13]([O:19][CH3:20])[CH:12]=3)[O:10][C:3]=12.[CH3:21][C:22]1[C:28](B2OC(C)(C)C(C)(C)O2)=[CH:27][CH:26]=[CH:25][C:23]=1[NH2:24]. (5) Given the product [CH2:37]([O:39][CH2:40][CH2:41][N:12]1[CH:13]=[C:9]([B:4]2[O:5][C:6]([CH3:7])([CH3:8])[C:2]([CH3:14])([CH3:1])[O:3]2)[CH:10]=[N:11]1)[CH3:38], predict the reactants needed to synthesize it. The reactants are: [CH3:1][C:2]1([CH3:14])[C:6]([CH3:8])([CH3:7])[O:5][B:4]([C:9]2[CH:10]=[N:11][NH:12][CH:13]=2)[O:3]1.C(OCN1C2N=CN=C(C3C=NN([CH:37]([O:39][CH2:40][CH3:41])[CH3:38])C=3)C=2C=C1)(=O)C(C)(C)C.Cl.C([O-])(O)=O.[Na+].